Dataset: Catalyst prediction with 721,799 reactions and 888 catalyst types from USPTO. Task: Predict which catalyst facilitates the given reaction. (1) Reactant: [CH3:1][O:2][C:3]1[CH:7]=[C:6]([C:8]([OH:10])=O)[N:5]([CH3:11])[N:4]=1.CN(C)C=O.C(Cl)(=O)C(Cl)=O.[NH2:23][C:24]1[CH:25]=[C:26]([CH:43]=[CH:44][C:45]=1[Cl:46])[O:27][C:28]1[CH:29]=[CH:30][C:31]2[N:32]([CH:34]=[C:35]([NH:37][C:38]([CH:40]3[CH2:42][CH2:41]3)=[O:39])[N:36]=2)[N:33]=1. Product: [Cl:46][C:45]1[CH:44]=[CH:43][C:26]([O:27][C:28]2[CH:29]=[CH:30][C:31]3[N:32]([CH:34]=[C:35]([NH:37][C:38]([CH:40]4[CH2:42][CH2:41]4)=[O:39])[N:36]=3)[N:33]=2)=[CH:25][C:24]=1[NH:23][C:8]([C:6]1[N:5]([CH3:11])[N:4]=[C:3]([O:2][CH3:1])[CH:7]=1)=[O:10]. The catalyst class is: 722. (2) Reactant: [CH3:1][CH2:2][C@H:3]1[O:18][C:16](=[O:17])[C@H:15]([CH3:19])[C@@H:14]([O:20][C@@H:21]2[O:26][C@@H:25]([CH3:27])[C@H:24]([OH:28])[C@@:23]([O:30][CH3:31])([CH3:29])[CH2:22]2)[C@H:13]([CH3:32])[C@@H:12]([O:33][C@@H:34]2[O:39][C@H:38]([CH3:40])[CH2:37][C@H:36]([N:41]([CH3:43])[CH3:42])[C@H:35]2[OH:44])[C@@:11]([OH:46])([CH3:45])[CH2:10][C@@H:9]([CH3:47])[C:7](=[O:8])[C@H:6]([CH3:48])[C@@H:5]([OH:49])[C@@:4]1([OH:51])[CH3:50].[BH4-].[Na+].Cl. Product: [CH3:1][CH2:2][C@H:3]1[O:18][C:16](=[O:17])[C@H:15]([CH3:19])[C@@H:14]([O:20][C@@H:21]2[O:26][C@@H:25]([CH3:27])[C@H:24]([OH:28])[C@@:23]([O:30][CH3:31])([CH3:29])[CH2:22]2)[C@H:13]([CH3:32])[C@@H:12]([O:33][C@@H:34]2[O:39][C@H:38]([CH3:40])[CH2:37][C@H:36]([N:41]([CH3:42])[CH3:43])[C@H:35]2[OH:44])[C@@:11]([OH:46])([CH3:45])[CH2:10][C@@H:9]([CH3:47])[C@H:7]([OH:8])[C@H:6]([CH3:48])[C@@H:5]([OH:49])[C@@:4]1([OH:51])[CH3:50]. The catalyst class is: 125. (3) Product: [OH:1][C@@:2]1([C:9]#[C:10][C:11]2[CH:12]=[C:13]([C:17]3[N:18]=[C:19]([C:27]([NH2:32])=[O:29])[C:20]4[C:25]([CH:26]=3)=[CH:24][CH:23]=[CH:22][CH:21]=4)[CH:14]=[CH:15][CH:16]=2)[CH2:6][CH2:5][N:4]([CH3:7])[C:3]1=[O:8]. Reactant: [OH:1][C@@:2]1([C:9]#[C:10][C:11]2[CH:12]=[C:13]([C:17]3[N:18]=[C:19]([C:27]([O:29]CC)=O)[C:20]4[C:25]([CH:26]=3)=[CH:24][CH:23]=[CH:22][CH:21]=4)[CH:14]=[CH:15][CH:16]=2)[CH2:6][CH2:5][N:4]([CH3:7])[C:3]1=[O:8].[NH3:32]. The catalyst class is: 5. (4) Reactant: [F:1][C:2]([F:18])([F:17])[C:3]1[CH:16]=[CH:15][CH:14]=[CH:13][C:4]=1[O:5][C:6]1[CH:11]=[CH:10][C:9](Br)=[CH:8][CH:7]=1.C([Li])CCC.CN([CH:27]=[O:28])C.[Cl-].[NH4+]. Product: [F:1][C:2]([F:18])([F:17])[C:3]1[CH:16]=[CH:15][CH:14]=[CH:13][C:4]=1[O:5][C:6]1[CH:11]=[CH:10][C:9]([CH:27]=[O:28])=[CH:8][CH:7]=1. The catalyst class is: 1. (5) Reactant: [OH:1][CH2:2][CH2:3][C:4]1[CH:5]=[C:6]([OH:10])[CH:7]=[CH:8][CH:9]=1.C([O-])([O-])=O.[K+].[K+].Br[CH2:18][C:19]1[CH:24]=[CH:23][CH:22]=[CH:21][CH:20]=1. Product: [CH2:18]([O:10][C:6]1[CH:5]=[C:4]([CH2:3][CH2:2][OH:1])[CH:9]=[CH:8][CH:7]=1)[C:19]1[CH:24]=[CH:23][CH:22]=[CH:21][CH:20]=1. The catalyst class is: 21. (6) Reactant: Cl[C:2]1[C:3]2[CH:4]=[C:5]3[CH:17]=[C:16]([O:18][CH3:19])[C:15]([O:20][CH2:21][CH2:22][Cl:23])=[CH:14][C:6]3=[N:7][C:8]=2[N:9]=[CH:10][C:11]=1[C:12]#[N:13].[Cl:24][C:25]1[CH:31]=[C:30]([Cl:32])[C:29]([O:33][CH3:34])=[CH:28][C:26]=1[NH2:27]. Product: [Cl:23][CH2:22][CH2:21][O:20][C:15]1[C:16]([O:18][CH3:19])=[CH:17][C:5]2[C:6]([CH:14]=1)=[N:7][C:8]1[N:9]=[CH:10][C:11]([C:12]#[N:13])=[C:2]([NH:27][C:26]3[CH:28]=[C:29]([O:33][CH3:34])[C:30]([Cl:32])=[CH:31][C:25]=3[Cl:24])[C:3]=1[CH:4]=2. The catalyst class is: 486.